From a dataset of Forward reaction prediction with 1.9M reactions from USPTO patents (1976-2016). Predict the product of the given reaction. (1) Given the reactants [F:1][C:2]1[CH:7]=[CH:6][C:5]([C@H:8]([NH:10][C@H:11]2[CH2:15][CH2:14][C@@H:13]([C:16]3[CH:25]=[CH:24][C:19]([C:20]([O:22]C)=[O:21])=[CH:18][CH:17]=3)[CH2:12]2)[CH3:9])=[CH:4][C:3]=1[O:26][CH3:27].[OH-].[Na+], predict the reaction product. The product is: [F:1][C:2]1[CH:7]=[CH:6][C:5]([C@H:8]([NH:10][C@H:11]2[CH2:15][CH2:14][C@@H:13]([C:16]3[CH:17]=[CH:18][C:19]([C:20]([OH:22])=[O:21])=[CH:24][CH:25]=3)[CH2:12]2)[CH3:9])=[CH:4][C:3]=1[O:26][CH3:27]. (2) The product is: [F:31][C:2]1([F:1])[O:6][C:5]2[CH:7]=[CH:8][C:9]([C:11]3([C:14]([NH:16][C:17]4[CH:22]=[CH:21][C:20]([CH3:23])=[C:19]([C:24]5[CH:29]=[CH:28][C:27](=[O:30])[N:26]([CH2:33][C@@H:34]([OH:35])[CH2:38][OH:37])[CH:25]=5)[N:18]=4)=[O:15])[CH2:13][CH2:12]3)=[CH:10][C:4]=2[O:3]1. Given the reactants [F:1][C:2]1([F:31])[O:6][C:5]2[CH:7]=[CH:8][C:9]([C:11]3([C:14]([NH:16][C:17]4[CH:22]=[CH:21][C:20]([CH3:23])=[C:19]([C:24]5[CH:29]=[CH:28][C:27](=[O:30])[NH:26][CH:25]=5)[N:18]=4)=[O:15])[CH2:13][CH2:12]3)=[CH:10][C:4]=2[O:3]1.Cl[CH2:33][C@@H:34]1[CH2:38][O:37]C(C)(C)[O:35]1.C(=O)([O-])[O-].[K+].[K+].CN(C)C=O, predict the reaction product. (3) Given the reactants [Cl:1][C:2]1[N:11]=[CH:10][C:9]2[NH:8][C:7](=[O:12])[CH:6]([CH3:13])[N:5]([CH2:14][CH2:15][CH:16]([CH3:18])[CH3:17])[C:4]=2[N:3]=1.C(N(CC)CC)C.[C:26]1(B(O)O)[CH:31]=[CH:30][CH:29]=[CH:28][CH:27]=1, predict the reaction product. The product is: [Cl:1][C:2]1[N:11]=[CH:10][C:9]2[N:8]([C:26]3[CH:31]=[CH:30][CH:29]=[CH:28][CH:27]=3)[C:7](=[O:12])[CH:6]([CH3:13])[N:5]([CH2:14][CH2:15][CH:16]([CH3:18])[CH3:17])[C:4]=2[N:3]=1. (4) The product is: [CH3:16][O:9][C:8](=[O:10])[C:4]1[CH:3]=[C:2]([NH2:1])[CH:7]=[CH:6][N:5]=1. Given the reactants [NH2:1][C:2]1[CH:7]=[CH:6][N:5]=[C:4]([C:8]([OH:10])=[O:9])[CH:3]=1.S(=O)(=O)(O)O.[CH3:16]O, predict the reaction product.